From a dataset of Catalyst prediction with 721,799 reactions and 888 catalyst types from USPTO. Predict which catalyst facilitates the given reaction. (1) Reactant: C(OC(=O)[NH:7][C@H:8]([C:10]1[N:14]([CH3:15])[C:13]2[C:16]([C:21]3[CH:26]=[CH:25][CH:24]=[CH:23][N:22]=3)=[C:17]([F:20])[CH:18]=[CH:19][C:12]=2[N:11]=1)[CH3:9])(C)(C)C. Product: [F:20][C:17]1[CH:18]=[CH:19][C:12]2[N:11]=[C:10]([C@@H:8]([NH2:7])[CH3:9])[N:14]([CH3:15])[C:13]=2[C:16]=1[C:21]1[CH:26]=[CH:25][CH:24]=[CH:23][N:22]=1. The catalyst class is: 137. (2) Reactant: Br.C(O)(=O)C.[Si:6]([O:23][C@@H:24]1[C@@H:28]([CH2:29][O:30][Si:31]([C:44]([CH3:47])([CH3:46])[CH3:45])([C:38]2[CH:43]=[CH:42][CH:41]=[CH:40][CH:39]=2)[C:32]2[CH:37]=[CH:36][CH:35]=[CH:34][CH:33]=2)[O:27][CH:26]([O:48]C)[C@H:25]1[F:50])([C:19]([CH3:22])([CH3:21])[CH3:20])([C:13]1[CH:18]=[CH:17][CH:16]=[CH:15][CH:14]=1)[C:7]1[CH:12]=[CH:11][CH:10]=[CH:9][CH:8]=1.C(OCC)(=O)C.O. Product: [Si:6]([O:23][C@@H:24]1[C@@H:28]([CH2:29][O:30][Si:31]([C:44]([CH3:47])([CH3:46])[CH3:45])([C:32]2[CH:33]=[CH:34][CH:35]=[CH:36][CH:37]=2)[C:38]2[CH:39]=[CH:40][CH:41]=[CH:42][CH:43]=2)[O:27][CH:26]([OH:48])[C@H:25]1[F:50])([C:19]([CH3:21])([CH3:22])[CH3:20])([C:13]1[CH:18]=[CH:17][CH:16]=[CH:15][CH:14]=1)[C:7]1[CH:12]=[CH:11][CH:10]=[CH:9][CH:8]=1. The catalyst class is: 2.